From a dataset of Forward reaction prediction with 1.9M reactions from USPTO patents (1976-2016). Predict the product of the given reaction. (1) Given the reactants FC(F)(F)S(O[C@H:7]([C:12]1[CH:17]=[CH:16][C:15]([Cl:18])=[C:14]([Cl:19])[CH:13]=1)[C:8]([F:11])([F:10])[F:9])(=O)=O.C([O-])([O-])=O.[K+].[K+].[CH3:28][O:29][C:30]1[CH:31]=[C:32]([CH2:38][NH2:39])[CH:33]=[CH:34][C:35]=1[O:36][CH3:37].O, predict the reaction product. The product is: [Cl:19][C:14]1[CH:13]=[C:12]([CH:7]([NH:39][CH2:38][C:32]2[CH:33]=[CH:34][C:35]([O:36][CH3:37])=[C:30]([O:29][CH3:28])[CH:31]=2)[C:8]([F:11])([F:10])[F:9])[CH:17]=[CH:16][C:15]=1[Cl:18]. (2) Given the reactants C([Mg]Cl)(C)C.I[C:7]1[CH:16]=[CH:15][C:10]([C:11]([O:13][CH3:14])=[O:12])=[CH:9][CH:8]=1.[CH3:17][CH:18]([CH3:22])[C:19](=[O:21])[CH3:20].Cl, predict the reaction product. The product is: [OH:21][C:19]([C:7]1[CH:16]=[CH:15][C:10]([C:11]([O:13][CH3:14])=[O:12])=[CH:9][CH:8]=1)([CH3:20])[CH:18]([CH3:22])[CH3:17]. (3) Given the reactants [Cl:1][C:2]1[CH:3]=[C:4]([N:11]([S:15]([C:18]2[CH:23]=[CH:22][C:21]([Cl:24])=[C:20]([C:25]([F:28])([F:27])[F:26])[CH:19]=2)(=[O:17])=[O:16])[CH2:12][O:13][CH3:14])[C:5]([C:8](O)=[O:9])=[N:6][CH:7]=1.C(Cl)(=O)C(Cl)=O.C([N:37](CC)CC)C.[CH:42]([NH:45][C:46]1[CH:51]=[CH:50][CH:49]=[CH:48][N:47]=1)([CH3:44])[CH3:43], predict the reaction product. The product is: [CH:42]([NH:45][C:46]1[C:51]([NH:37][C:8]([C:5]2[C:4]([N:11]([S:15]([C:18]3[CH:23]=[CH:22][C:21]([Cl:24])=[C:20]([C:25]([F:27])([F:26])[F:28])[CH:19]=3)(=[O:17])=[O:16])[CH2:12][O:13][CH3:14])=[CH:3][C:2]([Cl:1])=[CH:7][N:6]=2)=[O:9])=[CH:50][CH:49]=[CH:48][N:47]=1)([CH3:44])[CH3:43]. (4) Given the reactants [F:1][C:2]1[CH:7]=[CH:6][C:5]([N:8]2[C:12](=[O:13])[N:11]([CH3:14])[N:10]=[N:9]2)=[C:4]([O:15]C(C)C)[CH:3]=1.[N+:19]([O-])([OH:21])=[O:20], predict the reaction product. The product is: [F:1][C:2]1[C:7]([N+:19]([O-:21])=[O:20])=[CH:6][C:5]([N:8]2[C:12](=[O:13])[N:11]([CH3:14])[N:10]=[N:9]2)=[C:4]([OH:15])[CH:3]=1. (5) Given the reactants [CH2:1]([O:8][CH:9]1[CH2:12][CH:11]([OH:13])[CH2:10]1)[C:2]1[CH:7]=[CH:6][CH:5]=[CH:4][CH:3]=1.ClCCl.C(N(CC)CC)C.[CH3:24][S:25](Cl)(=[O:27])=[O:26], predict the reaction product. The product is: [CH3:24][S:25]([O:13][CH:11]1[CH2:12][CH:9]([O:8][CH2:1][C:2]2[CH:7]=[CH:6][CH:5]=[CH:4][CH:3]=2)[CH2:10]1)(=[O:27])=[O:26]. (6) Given the reactants [CH2:1]([O:8][C:9]1[N:10]=[N:11][C:12]([C:23]#[C:24][C:25]2[CH:30]=[CH:29][CH:28]=[CH:27][CH:26]=2)=[CH:13][C:14]=1[O:15][CH2:16][C:17]1[CH:22]=[CH:21][CH:20]=[CH:19][CH:18]=1)[C:2]1[CH:7]=[CH:6][CH:5]=[CH:4][CH:3]=1.C(OC1N=NC(Cl)=CC=1OCC1C=CC=CC=1)C1C=CC=CC=1.C(C1C=CC=CC=1[F:62])#C, predict the reaction product. The product is: [CH2:1]([O:8][C:9]1[N:10]=[N:11][C:12]([C:23]#[C:24][C:25]2[CH:30]=[CH:29][CH:28]=[CH:27][C:26]=2[F:62])=[CH:13][C:14]=1[O:15][CH2:16][C:17]1[CH:18]=[CH:19][CH:20]=[CH:21][CH:22]=1)[C:2]1[CH:3]=[CH:4][CH:5]=[CH:6][CH:7]=1. (7) Given the reactants C1C2CC3C(=CC=CC=3)C=2C=CC=1.Cl[CH2:15][CH2:16][CH2:17][CH2:18][CH2:19][CH3:20].[Cl-].[C:22]([C:31]([NH3+])([C:41](=O)[CH2:42][CH2:43][CH2:44][CH2:45][CH2:46][CH2:47][CH3:48])[C:32](=O)[CH2:33][CH2:34][CH2:35]CCCC)(=O)[CH2:23][CH2:24][CH2:25][CH2:26][CH2:27]CC.[OH-].[Na+], predict the reaction product. The product is: [CH2:15]([C:31]1([CH2:22][CH2:23][CH2:24][CH2:25][CH2:26][CH3:27])[C:32]2[CH:33]=[CH:34][CH:35]=[CH:48][C:47]=2[C:46]2[C:41]1=[CH:42][CH:43]=[CH:44][CH:45]=2)[CH2:16][CH2:17][CH2:18][CH2:19][CH3:20]. (8) Given the reactants [CH2:1]([O:3][C:4]1[C:12]([O:13][CH3:14])=[CH:11][CH:10]=[CH:9][C:5]=1[CH2:6]CN)[CH3:2].[CH3:15][NH:16]CC1C=CC2C(=CC=CC=2)C=1CCC.[ClH:31].[CH3:32][N:33]1[CH2:38][CH2:37][N:36]([C:39](=[O:58])[CH2:40][N:41]2[CH2:47][C:46]3[CH:48]=[C:49](/[CH:52]=[CH:53]/[C:54]([OH:56])=O)[CH:50]=[N:51][C:45]=3[NH:44][C:43](=[O:57])[CH2:42]2)[CH2:35][CH2:34]1.Cl.CN1CC2C=C(/C=C/C(O)=O)C=NC=2NC(=O)C1, predict the reaction product. The product is: [ClH:31].[CH2:1]([O:3][C:4]1[C:12]([O:13][CH3:14])=[CH:11][CH:10]=[CH:9][C:5]=1[CH2:6][N:16]([CH3:15])[C:54](=[O:56])/[CH:53]=[CH:52]/[C:49]1[CH:50]=[N:51][C:45]2[NH:44][C:43](=[O:57])[CH2:42][N:41]([CH2:40][C:39]([N:36]3[CH2:37][CH2:38][N:33]([CH3:32])[CH2:34][CH2:35]3)=[O:58])[CH2:47][C:46]=2[CH:48]=1)[CH3:2].